Regression. Given two drug SMILES strings and cell line genomic features, predict the synergy score measuring deviation from expected non-interaction effect. From a dataset of NCI-60 drug combinations with 297,098 pairs across 59 cell lines. (1) Drug 1: C1=CN(C=N1)CC(O)(P(=O)(O)O)P(=O)(O)O. Drug 2: CN(C(=O)NC(C=O)C(C(C(CO)O)O)O)N=O. Cell line: MCF7. Synergy scores: CSS=-3.29, Synergy_ZIP=1.59, Synergy_Bliss=2.09, Synergy_Loewe=0.207, Synergy_HSA=0.396. (2) Drug 1: C1=C(C(=O)NC(=O)N1)N(CCCl)CCCl. Drug 2: C1=NC(=NC(=O)N1C2C(C(C(O2)CO)O)O)N. Cell line: PC-3. Synergy scores: CSS=12.1, Synergy_ZIP=-7.38, Synergy_Bliss=-5.08, Synergy_Loewe=-15.3, Synergy_HSA=-3.38. (3) Drug 1: CCCCCOC(=O)NC1=NC(=O)N(C=C1F)C2C(C(C(O2)C)O)O. Drug 2: C#CCC(CC1=CN=C2C(=N1)C(=NC(=N2)N)N)C3=CC=C(C=C3)C(=O)NC(CCC(=O)O)C(=O)O. Cell line: ACHN. Synergy scores: CSS=59.9, Synergy_ZIP=3.55, Synergy_Bliss=0.120, Synergy_Loewe=-31.2, Synergy_HSA=-4.02. (4) Drug 1: C1C(C(OC1N2C=NC3=C(N=C(N=C32)Cl)N)CO)O. Drug 2: C1=NC2=C(N1)C(=S)N=CN2. Cell line: RPMI-8226. Synergy scores: CSS=32.8, Synergy_ZIP=-1.89, Synergy_Bliss=1.74, Synergy_Loewe=-6.40, Synergy_HSA=2.13. (5) Drug 1: C1=CC=C(C=C1)NC(=O)CCCCCCC(=O)NO. Drug 2: C1=CN(C=N1)CC(O)(P(=O)(O)O)P(=O)(O)O. Cell line: DU-145. Synergy scores: CSS=32.6, Synergy_ZIP=-2.79, Synergy_Bliss=3.47, Synergy_Loewe=-8.58, Synergy_HSA=0.439.